Dataset: Reaction yield outcomes from USPTO patents with 853,638 reactions. Task: Predict the reaction yield, written as a fraction of the theoretical maximum amount of product (1.0 means a 100% yield; for example, 0.34 means a 34% yield). (1) The reactants are [C:1]([CH:4]([O:29][CH2:30][CH3:31])[CH2:5][C:6]1[CH:11]=[CH:10][C:9]([O:12][CH2:13][CH2:14][C:15]2[CH:20]=[CH:19][C:18]([NH:21][C:22]([O:24][C:25]([CH3:28])([CH3:27])[CH3:26])=[O:23])=[CH:17][CH:16]=2)=[CH:8][CH:7]=1)(=O)[NH2:2].N1C=CC=CC=1.FC(F)(F)C(OC(=O)C(F)(F)F)=O. The catalyst is O1CCOCC1. The product is [C:1]([CH:4]([O:29][CH2:30][CH3:31])[CH2:5][C:6]1[CH:11]=[CH:10][C:9]([O:12][CH2:13][CH2:14][C:15]2[CH:20]=[CH:19][C:18]([NH:21][C:22]([O:24][C:25]([CH3:26])([CH3:28])[CH3:27])=[O:23])=[CH:17][CH:16]=2)=[CH:8][CH:7]=1)#[N:2]. The yield is 0.750. (2) The reactants are [Cl-].[Ca+2].[Cl-].[BH4-].[Na+].[OH:6][C@@:7]([C:38]1[CH:47]=[CH:46][C:45]2[C:40](=[CH:41][CH:42]=[C:43]([C:48]([NH:50][CH3:51])=[O:49])[CH:44]=2)[CH:39]=1)([C:14]1[N:15]=[CH:16][N:17]([C:19]([C:32]2[CH:37]=[CH:36][CH:35]=[CH:34][CH:33]=2)([C:26]2[CH:31]=[CH:30][CH:29]=[CH:28][CH:27]=2)[C:20]2[CH:25]=[CH:24][CH:23]=[CH:22][CH:21]=2)[CH:18]=1)[CH2:8][C:9](OCC)=[O:10].Cl.[OH-].[Na+]. The catalyst is C(O)C.O1CCCC1.O.C(OCC)(=O)C. The product is [OH:6][C@@:7]([C:38]1[CH:39]=[C:40]2[C:45](=[CH:46][CH:47]=1)[CH:44]=[C:43]([C:48]([NH:50][CH3:51])=[O:49])[CH:42]=[CH:41]2)([C:14]1[N:15]=[CH:16][N:17]([C:19]([C:26]2[CH:31]=[CH:30][CH:29]=[CH:28][CH:27]=2)([C:32]2[CH:33]=[CH:34][CH:35]=[CH:36][CH:37]=2)[C:20]2[CH:25]=[CH:24][CH:23]=[CH:22][CH:21]=2)[CH:18]=1)[CH2:8][CH2:9][OH:10]. The yield is 0.940. (3) The reactants are [Br:1][C:2]1[C:14](=[O:15])[N:13]([CH2:16][CH3:17])[C:5]2[N:6]=[C:7](S(C)=O)[N:8]=[CH:9][C:4]=2[CH:3]=1.[CH3:18][N:19]1[CH2:24][CH2:23][N:22]([C:25]2[CH:31]=[CH:30][C:28]([NH2:29])=[CH:27][CH:26]=2)[CH2:21][CH2:20]1. No catalyst specified. The product is [Br:1][C:2]1[C:14](=[O:15])[N:13]([CH2:16][CH3:17])[C:5]2[N:6]=[C:7]([NH:29][C:28]3[CH:27]=[CH:26][C:25]([N:22]4[CH2:21][CH2:20][N:19]([CH3:18])[CH2:24][CH2:23]4)=[CH:31][CH:30]=3)[N:8]=[CH:9][C:4]=2[CH:3]=1. The yield is 0.400.